From a dataset of Forward reaction prediction with 1.9M reactions from USPTO patents (1976-2016). Predict the product of the given reaction. (1) Given the reactants C([Li])CCC.[F:6][C:7]1[CH:8]=[N:9][CH:10]=[C:11]([F:13])[CH:12]=1.C1(P(C2CCCCC2)C2C=CC=CC=2C2C(OC(C)C)=CC=CC=2OC(C)C)CCCCC1.[CH3:47][C:48]1[C:57]([CH3:58])=[C:56](OS(C(F)(F)F)(=O)=O)[C:55]2[C:50](=[CH:51][CH:52]=[C:53]([C:67]([O:69][CH2:70][CH3:71])=[O:68])[CH:54]=2)[N:49]=1, predict the reaction product. The product is: [F:6][C:7]1[CH:8]=[N:9][CH:10]=[C:11]([F:13])[C:12]=1[C:56]1[C:55]2[C:50](=[CH:51][CH:52]=[C:53]([C:67]([O:69][CH2:70][CH3:71])=[O:68])[CH:54]=2)[N:49]=[C:48]([CH3:47])[C:57]=1[CH3:58]. (2) The product is: [OH:3][CH:1]([C:4]1[CH:31]=[C:7]2[CH2:8][N:9]([C:13]([O:15][CH2:16][C:17]3[CH:18]=[C:19]([C:27]([F:28])([F:29])[F:30])[CH:20]=[C:21]([C:23]([F:26])([F:25])[F:24])[CH:22]=3)=[O:14])[CH2:10][CH2:11][CH2:12][N:6]2[N:5]=1)[CH3:2]. Given the reactants [C:1]([C:4]1[CH:31]=[C:7]2[CH2:8][N:9]([C:13]([O:15][CH2:16][C:17]3[CH:22]=[C:21]([C:23]([F:26])([F:25])[F:24])[CH:20]=[C:19]([C:27]([F:30])([F:29])[F:28])[CH:18]=3)=[O:14])[CH2:10][CH2:11][CH2:12][N:6]2[N:5]=1)(=[O:3])[CH3:2].[BH4-].[Na+], predict the reaction product. (3) Given the reactants C1(P(C2C=CC=CC=2)C2C=CC=CC=2)C=CC=CC=1.O.[N:21]([CH2:24][CH2:25][CH2:26]/[C:27](/[C:43]1O[C:45]([CH2:48][C:49]2[CH:54]=[CH:53][C:52]([F:55])=[CH:51][CH:50]=2)=[N:46][N:47]=1)=[CH:28]\[C:29]1[CH:34]=[CH:33][C:32]([N:35]2[CH:39]=[C:38]([CH3:40])[N:37]=[CH:36]2)=[C:31]([O:41][CH3:42])[CH:30]=1)=[N+]=[N-], predict the reaction product. The product is: [F:55][C:52]1[CH:53]=[CH:54][C:49]([CH2:48][C:45]2[N:21]3[CH2:24][CH2:25][CH2:26]/[C:27](=[CH:28]\[C:29]4[CH:34]=[CH:33][C:32]([N:35]5[CH:39]=[C:38]([CH3:40])[N:37]=[CH:36]5)=[C:31]([O:41][CH3:42])[CH:30]=4)/[C:43]3=[N:47][N:46]=2)=[CH:50][CH:51]=1. (4) The product is: [F:39][CH:37]([F:38])[C:29]1[N:28]([C:18]2[N:19]=[C:20]([N:22]3[CH2:23][CH2:24][O:25][CH2:26][CH2:27]3)[N:21]=[C:16]([N:11]3[CH2:12][CH2:13][N:8]([S:5]([CH2:4][CH2:3][N:2]([CH3:14])[CH3:1])(=[O:6])=[O:7])[CH2:9][CH2:10]3)[N:17]=2)[C:32]2[CH:33]=[CH:34][CH:35]=[CH:36][C:31]=2[N:30]=1. Given the reactants [CH3:1][N:2]([CH3:14])[CH2:3][CH2:4][S:5]([N:8]1[CH2:13][CH2:12][NH:11][CH2:10][CH2:9]1)(=[O:7])=[O:6].Cl[C:16]1[N:21]=[C:20]([N:22]2[CH2:27][CH2:26][O:25][CH2:24][CH2:23]2)[N:19]=[C:18]([N:28]2[C:32]3[CH:33]=[CH:34][CH:35]=[CH:36][C:31]=3[N:30]=[C:29]2[CH:37]([F:39])[F:38])[N:17]=1.CCN(CC)CC, predict the reaction product. (5) Given the reactants [OH-].[K+].[NH:3]1[CH:7]=[CH:6][CH:5]=[C:4]1[C:8]([NH:10][NH2:11])=[O:9].[C:12](=S)=[S:13].Cl, predict the reaction product. The product is: [NH:3]1[CH:7]=[CH:6][CH:5]=[C:4]1[C:8]1[O:9][C:12]([SH:13])=[N:11][N:10]=1.